This data is from TCR-epitope binding with 47,182 pairs between 192 epitopes and 23,139 TCRs. The task is: Binary Classification. Given a T-cell receptor sequence (or CDR3 region) and an epitope sequence, predict whether binding occurs between them. The epitope is LLALHRSYL. The TCR CDR3 sequence is CASSPGTQETQYF. Result: 1 (the TCR binds to the epitope).